Dataset: Catalyst prediction with 721,799 reactions and 888 catalyst types from USPTO. Task: Predict which catalyst facilitates the given reaction. Reactant: Br[C:2]1[C:3](=[O:10])[N:4]([CH3:9])[CH:5]=[C:6]([Br:8])[CH:7]=1.[NH2:11][C:12]1[CH:17]=[CH:16][CH:15]=[CH:14][N:13]=1.C(=O)([O-])[O-].[Cs+].[Cs+].CC1(C)C2C(=C(P(C3C=CC=CC=3)C3C=CC=CC=3)C=CC=2)OC2C(P(C3C=CC=CC=3)C3C=CC=CC=3)=CC=CC1=2. Product: [Br:8][C:6]1[CH:7]=[C:2]([NH:11][C:12]2[CH:17]=[CH:16][CH:15]=[CH:14][N:13]=2)[C:3](=[O:10])[N:4]([CH3:9])[CH:5]=1. The catalyst class is: 102.